From a dataset of NCI-60 drug combinations with 297,098 pairs across 59 cell lines. Regression. Given two drug SMILES strings and cell line genomic features, predict the synergy score measuring deviation from expected non-interaction effect. (1) Drug 1: C1CC(=O)NC(=O)C1N2CC3=C(C2=O)C=CC=C3N. Drug 2: C1=NC2=C(N=C(N=C2N1C3C(C(C(O3)CO)O)O)F)N. Cell line: BT-549. Synergy scores: CSS=5.58, Synergy_ZIP=-2.70, Synergy_Bliss=-2.40, Synergy_Loewe=-1.59, Synergy_HSA=-1.56. (2) Drug 1: CC1=C(C(CCC1)(C)C)C=CC(=CC=CC(=CC(=O)O)C)C. Drug 2: COC1=NC(=NC2=C1N=CN2C3C(C(C(O3)CO)O)O)N. Cell line: SNB-19. Synergy scores: CSS=-6.60, Synergy_ZIP=6.26, Synergy_Bliss=0.682, Synergy_Loewe=-8.70, Synergy_HSA=-8.28. (3) Drug 1: C1=CC(=CC=C1CC(C(=O)O)N)N(CCCl)CCCl.Cl. Cell line: NCIH23. Synergy scores: CSS=7.18, Synergy_ZIP=-4.42, Synergy_Bliss=-2.78, Synergy_Loewe=-3.58, Synergy_HSA=-3.50. Drug 2: CC1=C(C=C(C=C1)NC(=O)C2=CC=C(C=C2)CN3CCN(CC3)C)NC4=NC=CC(=N4)C5=CN=CC=C5. (4) Drug 1: CCN(CC)CCCC(C)NC1=C2C=C(C=CC2=NC3=C1C=CC(=C3)Cl)OC. Drug 2: B(C(CC(C)C)NC(=O)C(CC1=CC=CC=C1)NC(=O)C2=NC=CN=C2)(O)O. Cell line: MALME-3M. Synergy scores: CSS=43.1, Synergy_ZIP=4.04, Synergy_Bliss=5.96, Synergy_Loewe=-36.9, Synergy_HSA=2.01. (5) Drug 1: CC1C(C(=O)NC(C(=O)N2CCCC2C(=O)N(CC(=O)N(C(C(=O)O1)C(C)C)C)C)C(C)C)NC(=O)C3=C4C(=C(C=C3)C)OC5=C(C(=O)C(=C(C5=N4)C(=O)NC6C(OC(=O)C(N(C(=O)CN(C(=O)C7CCCN7C(=O)C(NC6=O)C(C)C)C)C)C(C)C)C)N)C. Drug 2: CCN(CC)CCNC(=O)C1=C(NC(=C1C)C=C2C3=C(C=CC(=C3)F)NC2=O)C. Cell line: K-562. Synergy scores: CSS=9.26, Synergy_ZIP=4.59, Synergy_Bliss=7.27, Synergy_Loewe=6.26, Synergy_HSA=6.64.